This data is from Catalyst prediction with 721,799 reactions and 888 catalyst types from USPTO. The task is: Predict which catalyst facilitates the given reaction. (1) Reactant: Cl[C:2]1[N:3]=[C:4]([N:22]2[CH2:27][CH2:26][O:25][CH2:24][CH2:23]2)[C:5]2[CH:10]=[C:9]([CH2:11][N:12]3[CH2:17][CH2:16][N:15]([S:18]([CH3:21])(=[O:20])=[O:19])[CH2:14][CH2:13]3)[O:8][C:6]=2[N:7]=1.CC1(C)C(C)(C)OB([C:36]2[CH:37]=[N:38][C:39]([NH2:42])=[N:40][CH:41]=2)O1.CC([O-])=O.[K+].C(#N)C. Product: [O:25]1[CH2:26][CH2:27][N:22]([C:4]2[C:5]3[CH:10]=[C:9]([CH2:11][N:12]4[CH2:17][CH2:16][N:15]([S:18]([CH3:21])(=[O:20])=[O:19])[CH2:14][CH2:13]4)[O:8][C:6]=3[N:7]=[C:2]([C:36]3[CH:37]=[N:38][C:39]([NH2:42])=[N:40][CH:41]=3)[N:3]=2)[CH2:23][CH2:24]1. The catalyst class is: 235. (2) Reactant: C(OC([N:11]1[CH2:16][CH2:15][CH:14]([C:17]2[NH:21][N:20]=[N:19][N:18]=2)[CH2:13][CH2:12]1)=O)C1C=CC=CC=1.[H][H]. Product: [NH:21]1[C:17]([CH:14]2[CH2:15][CH2:16][NH:11][CH2:12][CH2:13]2)=[N:18][N:19]=[N:20]1. The catalyst class is: 63. (3) Reactant: [CH3:1][C:2]1[CH:7]=[CH:6][C:5]2[C:8]([C:10]3[C:15]([C:16](=[O:17])[C:4]=2[CH:3]=1)=[C:14](O)[CH:13]=[CH:12][C:11]=3O)=[O:9].B(O)(O)O.[CH2:24]([OH:26])[CH3:25].[NH2:27][C:28]1[CH:36]=[CH:35][C:31]([CH2:32][CH2:33][OH:34])=[CH:30][CH:29]=1. Product: [OH:34][CH2:33][CH2:32][C:31]1[CH:35]=[CH:36][C:28]([NH:27][C:11]2[C:10]3[C:8](=[O:9])[C:5]4[C:4](=[CH:3][C:2]([CH3:1])=[CH:7][CH:6]=4)[C:16](=[O:17])[C:15]=3[C:14]([NH:27][C:28]3[CH:36]=[CH:35][C:31]([CH2:25][CH2:24][OH:26])=[CH:30][CH:29]=3)=[CH:13][CH:12]=2)=[CH:29][CH:30]=1. The catalyst class is: 183. (4) Reactant: [NH2:1][C:2]1[N:6]([C:7]2[CH:15]=[CH:14][C:10]([C:11](O)=[O:12])=[C:9]([Cl:16])[CH:8]=2)[N:5]=[C:4]([C:17]([CH3:20])([CH3:19])[CH3:18])[CH:3]=1.B. Product: [C:17]([C:4]1[CH:3]=[C:2]([NH2:1])[N:6]([C:7]2[CH:15]=[CH:14][C:10]([CH2:11][OH:12])=[C:9]([Cl:16])[CH:8]=2)[N:5]=1)([CH3:20])([CH3:18])[CH3:19]. The catalyst class is: 1. (5) Reactant: [Br:1][C:2]1[N:11]=[C:10]2[C:5]([CH:6]=[C:7]([OH:12])[N:8]=[CH:9]2)=[CH:4][CH:3]=1.Br[CH2:14][C:15]1[CH:16]=[C:17]([CH:22]=[CH:23][CH:24]=1)[C:18]([O:20][CH3:21])=[O:19].C(=O)([O-])[O-].[Cs+].[Cs+]. Product: [CH3:21][O:20][C:18](=[O:19])[C:17]1[CH:22]=[CH:23][CH:24]=[C:15]([CH2:14][N:8]2[C:7](=[O:12])[CH:6]=[C:5]3[C:10]([N:11]=[C:2]([Br:1])[CH:3]=[CH:4]3)=[CH:9]2)[CH:16]=1. The catalyst class is: 9. (6) Reactant: [NH2:1][C:2]1[N:7]=[C:6](SC)[C:5]([C:10]2[CH:11]=[CH:12][C:13](=[O:19])[N:14]([CH:16]([CH3:18])[CH3:17])[N:15]=2)=[C:4]([C:20]2[CH:25]=[CH:24][CH:23]=[CH:22][CH:21]=2)[N:3]=1.[CH3:26][O-:27].[Na+]. Product: [NH2:1][C:2]1[N:7]=[C:6]([O:27][CH3:26])[C:5]([C:10]2[CH:11]=[CH:12][C:13](=[O:19])[N:14]([CH:16]([CH3:18])[CH3:17])[N:15]=2)=[C:4]([C:20]2[CH:25]=[CH:24][CH:23]=[CH:22][CH:21]=2)[N:3]=1. The catalyst class is: 5. (7) Reactant: [NH2:1][C:2]1[CH:23]=[CH:22][C:5]([O:6][C:7]2[CH:8]=[CH:9][C:10]3[N:11]([CH:13]=[C:14]([NH:16][C:17]([CH:19]4[CH2:21][CH2:20]4)=[O:18])[N:15]=3)[CH:12]=2)=[C:4]([F:24])[CH:3]=1.[F:25][C:26]1[CH:31]=[CH:30][C:29]([NH:32][C:33]([C:35]2([C:38](O)=[O:39])[CH2:37][CH2:36]2)=[O:34])=[CH:28][CH:27]=1.CN(C(ON1N=NC2C=CC=NC1=2)=[N+](C)C)C.F[P-](F)(F)(F)(F)F.C(N(CC)C(C)C)(C)C.C(=O)([O-])O.[Na+]. Product: [CH:19]1([C:17]([NH:16][C:14]2[N:15]=[C:10]3[CH:9]=[CH:8][C:7]([O:6][C:5]4[CH:22]=[CH:23][C:2]([NH:1][C:38]([C:35]5([C:33]([NH:32][C:29]6[CH:30]=[CH:31][C:26]([F:25])=[CH:27][CH:28]=6)=[O:34])[CH2:37][CH2:36]5)=[O:39])=[CH:3][C:4]=4[F:24])=[CH:12][N:11]3[CH:13]=2)=[O:18])[CH2:21][CH2:20]1. The catalyst class is: 80.